Dataset: Forward reaction prediction with 1.9M reactions from USPTO patents (1976-2016). Task: Predict the product of the given reaction. (1) Given the reactants [O:1]=[C:2]1[C:10]2([C:14]3[CH:15]=[CH:16][C:17]([O:19][CH2:20][C:21](O)=[O:22])=[CH:18][C:13]=3[O:12][CH2:11]2)[C:9]2[C:4](=[CH:5][CH:6]=[CH:7][CH:8]=2)[N:3]1[CH2:24][C@H:25]1[CH2:29][CH2:28][CH2:27][O:26]1.[Cl-].CN(C)C=O.[Cl-].[Cl-].[Cl-].[Al+3], predict the reaction product. The product is: [O:26]1[CH2:27][CH2:28][CH2:29][C@@H:25]1[CH2:24][N:3]1[C:4]2[C:9](=[CH:8][CH:7]=[CH:6][CH:5]=2)[C:10]2([CH2:11][O:12][C:13]3[CH:18]=[C:17]4[C:16](=[CH:15][C:14]2=3)[C:21](=[O:22])[CH2:20][O:19]4)[C:2]1=[O:1]. (2) The product is: [O:9]=[C:8]1[NH:7][C:6]2[CH:10]=[CH:11][CH:12]=[CH:13][C:5]=2[O:4][C@H:3]([C:14]2[CH:15]=[CH:16][CH:17]=[CH:18][CH:19]=2)[C@@H:2]1[NH:1][C:27](=[O:28])[O:29][C:30]([CH3:33])([CH3:32])[CH3:31]. Given the reactants [NH2:1][C@@H:2]1[C:8](=[O:9])[NH:7][C:6]2[CH:10]=[CH:11][CH:12]=[CH:13][C:5]=2[O:4][C@@H:3]1[C:14]1[CH:19]=[CH:18][CH:17]=[CH:16][CH:15]=1.C(N(CC)CC)C.[C:27](O[C:27]([O:29][C:30]([CH3:33])([CH3:32])[CH3:31])=[O:28])([O:29][C:30]([CH3:33])([CH3:32])[CH3:31])=[O:28], predict the reaction product. (3) Given the reactants [CH3:1][O:2][C:3](=[O:28])[CH2:4][CH:5]1[CH2:10][CH2:9][CH:8]([C:11]2[CH:16]=[CH:15][C:14]([C:17]3[C:22]([O:23][CH3:24])=[CH:21][C:20]([N+:25]([O-])=O)=[CH:19][N:18]=3)=[CH:13][CH:12]=2)[CH2:7][CH2:6]1, predict the reaction product. The product is: [CH3:1][O:2][C:3](=[O:28])[CH2:4][CH:5]1[CH2:6][CH2:7][CH:8]([C:11]2[CH:16]=[CH:15][C:14]([C:17]3[C:22]([O:23][CH3:24])=[CH:21][C:20]([NH2:25])=[CH:19][N:18]=3)=[CH:13][CH:12]=2)[CH2:9][CH2:10]1. (4) Given the reactants [NH2:1][C:2]1[CH:6]=[C:5]([C:7]2[CH:12]=[CH:11][N:10]=[CH:9][CH:8]=2)[S:4][C:3]=1[C:13]([NH2:15])=[O:14].[CH3:16][C:17](=O)[CH2:18][CH2:19][CH2:20][CH3:21].O.C1(C)C=CC(S(O)(=O)=O)=CC=1.C(=O)([O-])O.[Na+], predict the reaction product. The product is: [CH2:18]([C:17]1([CH3:16])[NH:1][C:2]2[CH:6]=[C:5]([C:7]3[CH:8]=[CH:9][N:10]=[CH:11][CH:12]=3)[S:4][C:3]=2[C:13](=[O:14])[NH:15]1)[CH2:19][CH2:20][CH3:21]. (5) Given the reactants [CH:1]1([CH2:4][NH:5][CH2:6][CH2:7][C:8]2[C:16]3[C:11](=[CH:12][CH:13]=[C:14]([F:17])[CH:15]=3)[NH:10][CH:9]=2)[CH2:3][CH2:2]1.[Br:18][C:19]1[S:23][C:22]([CH3:24])=[N:21][C:20]=1[C:25](O)=[O:26], predict the reaction product. The product is: [CH:1]1([CH2:4][N:5]([CH2:6][CH2:7][C:8]2[C:16]3[C:11](=[CH:12][CH:13]=[C:14]([F:17])[CH:15]=3)[NH:10][CH:9]=2)[C:25]([C:20]2[N:21]=[C:22]([CH3:24])[S:23][C:19]=2[Br:18])=[O:26])[CH2:3][CH2:2]1. (6) The product is: [CH2:1]1[CH:10]2[CH:5]([CH2:6][CH2:7][CH2:8][CH2:9]2)[CH2:4][CH2:3][CH:2]1[O:11][C:29]1[CH:30]=[C:25]2[C:26](=[CH:27][CH:28]=1)[CH:35]=[C:34]([C@:49]1([CH3:50])[CH2:47][O:46][C:44](=[O:45])[NH:36]1)[CH:33]=[CH:32]2. Given the reactants [CH:1]1[C:10]2[C:5](=[CH:6][CH:7]=[CH:8][CH:9]=2)[CH:4]=[CH:3][C:2]=1[OH:11].[C:25]1(P([C:25]2[CH:30]=[CH:29][CH:28]=[CH:27][CH:26]=2)[C:25]2[CH:30]=[CH:29][CH:28]=[CH:27][CH:26]=2)[CH:30]=[CH:29][CH:28]=[CH:27][CH:26]=1.O1[CH2:35][CH2:34][CH2:33][CH2:32]1.[N:36]([C:44]([O:46][CH:47]([CH3:49])C)=[O:45])=[N:36][C:44]([O:46][CH:47](C)[CH3:49])=[O:45].[CH2:50](Cl)Cl, predict the reaction product. (7) Given the reactants [Cl:1][C:2]1[CH:3]=[C:4]([CH:8]=[CH:9][N:10]=1)[C:5]([OH:7])=O.S(Cl)(Cl)=O.C(N(CC)CC)C.[CH:22]([NH2:25])([CH3:24])[CH3:23], predict the reaction product. The product is: [Cl:1][C:2]1[CH:3]=[C:4]([CH:8]=[CH:9][N:10]=1)[C:5]([NH:25][CH:22]([CH3:24])[CH3:23])=[O:7]. (8) Given the reactants [S:1]1[C:5]([SH:6])=[N:4][N:3]=[C:2]1[SH:7].[H-].[Na+].Br[CH2:11][CH:12]([CH3:14])[CH3:13].Cl[C:16]1[C:17]([C:22]#[N:23])=[N:18][CH:19]=[CH:20][N:21]=1, predict the reaction product. The product is: [CH2:11]([S:6][C:5]1[S:1][C:2]([S:7][C:16]2[C:17]([C:22]#[N:23])=[N:18][CH:19]=[CH:20][N:21]=2)=[N:3][N:4]=1)[CH:12]([CH3:14])[CH3:13]. (9) Given the reactants [CH3:1][O:2][C:3]1[CH:12]=[C:11]2[C:6]([C:7]([CH3:22])=[CH:8][C:9]([NH:13][C@H:14]3[CH2:19][C@@H:18]4[CH2:20][C@H:15]3[C@@H:16]([NH2:21])[CH2:17]4)=[N:10]2)=[CH:5][CH:4]=1.[CH3:23][N:24]1[C:32]2[C:27](=[CH:28][CH:29]=[CH:30][CH:31]=2)[C:26]([CH:33]=O)=[CH:25]1, predict the reaction product. The product is: [CH3:1][O:2][C:3]1[CH:12]=[C:11]2[C:6]([C:7]([CH3:22])=[CH:8][C:9]([NH:13][C@H:14]3[CH2:19][C@@H:18]4[CH2:20][C@H:15]3[C@@H:16]([NH:21][CH2:33][C:26]3[C:27]5[C:32](=[CH:31][CH:30]=[CH:29][CH:28]=5)[N:24]([CH3:23])[CH:25]=3)[CH2:17]4)=[N:10]2)=[CH:5][CH:4]=1.